From a dataset of TCR-epitope binding with 47,182 pairs between 192 epitopes and 23,139 TCRs. Binary Classification. Given a T-cell receptor sequence (or CDR3 region) and an epitope sequence, predict whether binding occurs between them. The epitope is FLNGSCGSV. The TCR CDR3 sequence is CASSPGLAGGYETQYF. Result: 1 (the TCR binds to the epitope).